This data is from Reaction yield outcomes from USPTO patents with 853,638 reactions. The task is: Predict the reaction yield, written as a fraction of the theoretical maximum amount of product (1.0 means a 100% yield; for example, 0.34 means a 34% yield). (1) The reactants are [Br:1][C:2]1[C:7]2[O:8][CH2:9][C:10](=[O:12])[NH:11][C:6]=2[CH:5]=[C:4]([C:13](Cl)=[O:14])[CH:3]=1.Cl.[CH3:17][O:18][NH:19][CH3:20].C(N(CC)CC)C. The catalyst is C(Cl)Cl.O. The product is [Br:1][C:2]1[C:7]2[O:8][CH2:9][C:10](=[O:12])[NH:11][C:6]=2[CH:5]=[C:4]([C:13]([N:19]([O:18][CH3:17])[CH3:20])=[O:14])[CH:3]=1. The yield is 0.430. (2) The reactants are [C:1]1([SH:7])[CH:6]=[CH:5][CH:4]=[CH:3][CH:2]=1.C(N(CC)CC)C.[CH2:15]([C:19]1([CH:28]2[CH2:32][CH2:31][CH2:30][CH2:29]2)[O:24][C:23](=[O:25])[CH:22](Cl)[C:21](=[O:27])[CH2:20]1)[CH2:16][C:17]#[CH:18]. The catalyst is CN(C=O)C. The product is [CH2:15]([C:19]1([CH:28]2[CH2:32][CH2:31][CH2:30][CH2:29]2)[O:24][C:23](=[O:25])[CH:22]([S:7][C:1]2[CH:6]=[CH:5][CH:4]=[CH:3][CH:2]=2)[C:21](=[O:27])[CH2:20]1)[CH2:16][C:17]#[CH:18]. The yield is 0.360. (3) The reactants are [F:1][C:2]1[CH:3]=[C:4]([CH:6]=[CH:7][C:8]=1[CH3:9])[NH2:5].[C:10]([O-:13])(O)=[O:11].[Na+].ClC([O:18][CH2:19][C:20]1C=CC=C[CH:21]=1)=O.C(=O)=O.[Li]CCCC.C(OC[C@H]1OC1)(=O)CCC.C([O-])([O-])=O.[Cs+].[Cs+].[NH4+].[Cl-]. The catalyst is CC(=O)OCC.CC(C)=O. The product is [F:1][C:2]1[CH:3]=[C:4]([N:5]2[CH2:21][C@@H:20]([CH2:19][OH:18])[O:13][C:10]2=[O:11])[CH:6]=[CH:7][C:8]=1[CH3:9]. The yield is 0.530. (4) The reactants are C(OC([NH:8][CH2:9][C:10]1[C:11]([C:27]2[CH:32]=[CH:31][C:30]([CH3:33])=[CH:29][CH:28]=2)=[C:12]([CH2:23][C:24]([OH:26])=[O:25])[C:13]([CH2:21][CH3:22])=[N:14][C:15]=1[CH2:16][C:17]([CH3:20])([CH3:19])[CH3:18])=O)(C)(C)C.[CH3:34]O.[ClH:36]. No catalyst specified. The product is [ClH:36].[ClH:36].[NH2:8][CH2:9][C:10]1[C:11]([C:27]2[CH:28]=[CH:29][C:30]([CH3:33])=[CH:31][CH:32]=2)=[C:12]([CH2:23][C:24]([O:26][CH3:34])=[O:25])[C:13]([CH2:21][CH3:22])=[N:14][C:15]=1[CH2:16][C:17]([CH3:20])([CH3:18])[CH3:19]. The yield is 0.910. (5) The reactants are C[Si]([N-][Si](C)(C)C)(C)C.[Li+].[C:11]([C:14]1[CH:15]=[C:16]([CH:21]=[C:22]([Br:25])[C:23]=1[OH:24])[C:17]([O:19][CH3:20])=[O:18])(=[O:13])[CH3:12].[N:26]1([C:32](Cl)=[O:33])[CH2:31][CH2:30][O:29][CH2:28][CH2:27]1.C(Cl)Cl. The catalyst is C1COCC1.O. The product is [Br:25][C:22]1[CH:21]=[C:16]([CH:15]=[C:14]([C:11](=[O:13])[CH2:12][C:32]([N:26]2[CH2:31][CH2:30][O:29][CH2:28][CH2:27]2)=[O:33])[C:23]=1[OH:24])[C:17]([O:19][CH3:20])=[O:18]. The yield is 0.900. (6) The reactants are [C:1]([O:5][C:6]([N:8]([CH3:33])[C:9]([NH:25][C:26]([O:28][C:29]([CH3:32])([CH3:31])[CH3:30])=[O:27])=[N:10][O:11][CH2:12][CH2:13][NH:14]C(OCC1C=CC=CC=1)=O)=[O:7])([CH3:4])([CH3:3])[CH3:2]. The catalyst is CO.C(Cl)(Cl)Cl.[Pd]. The product is [C:1]([O:5][C:6]([N:8]([CH3:33])[C:9]([NH:25][C:26]([O:28][C:29]([CH3:32])([CH3:31])[CH3:30])=[O:27])=[N:10][O:11][CH2:12][CH2:13][NH2:14])=[O:7])([CH3:2])([CH3:4])[CH3:3]. The yield is 0.500.